This data is from NCI-60 drug combinations with 297,098 pairs across 59 cell lines. The task is: Regression. Given two drug SMILES strings and cell line genomic features, predict the synergy score measuring deviation from expected non-interaction effect. (1) Drug 1: C1=CN(C=N1)CC(O)(P(=O)(O)O)P(=O)(O)O. Drug 2: COCCOC1=C(C=C2C(=C1)C(=NC=N2)NC3=CC=CC(=C3)C#C)OCCOC.Cl. Cell line: 786-0. Synergy scores: CSS=8.46, Synergy_ZIP=-2.69, Synergy_Bliss=-0.762, Synergy_Loewe=-0.0451, Synergy_HSA=0.372. (2) Drug 1: CC1C(C(CC(O1)OC2CC(CC3=C2C(=C4C(=C3O)C(=O)C5=C(C4=O)C(=CC=C5)OC)O)(C(=O)C)O)N)O.Cl. Drug 2: CN1C2=C(C=C(C=C2)N(CCCl)CCCl)N=C1CCCC(=O)O.Cl. Cell line: SNB-19. Synergy scores: CSS=16.7, Synergy_ZIP=-4.11, Synergy_Bliss=-2.92, Synergy_Loewe=-19.6, Synergy_HSA=-2.30. (3) Drug 1: C1=CN(C(=O)N=C1N)C2C(C(C(O2)CO)O)O.Cl. Drug 2: CC1CCC2CC(C(=CC=CC=CC(CC(C(=O)C(C(C(=CC(C(=O)CC(OC(=O)C3CCCCN3C(=O)C(=O)C1(O2)O)C(C)CC4CCC(C(C4)OC)OCCO)C)C)O)OC)C)C)C)OC. Cell line: HCT116. Synergy scores: CSS=42.8, Synergy_ZIP=6.84, Synergy_Bliss=1.31, Synergy_Loewe=-13.4, Synergy_HSA=-2.01. (4) Synergy scores: CSS=22.0, Synergy_ZIP=-10.9, Synergy_Bliss=-10.6, Synergy_Loewe=-4.07, Synergy_HSA=-2.37. Drug 1: C1C(C(OC1N2C=NC3=C(N=C(N=C32)Cl)N)CO)O. Drug 2: CCC1(C2=C(COC1=O)C(=O)N3CC4=CC5=C(C=CC(=C5CN(C)C)O)N=C4C3=C2)O.Cl. Cell line: PC-3.